Task: Predict which catalyst facilitates the given reaction.. Dataset: Catalyst prediction with 721,799 reactions and 888 catalyst types from USPTO (1) Product: [CH2:28]1[CH:29]2[CH2:36][CH2:35][CH2:34][N:30]2[CH2:31][CH2:32][N:33]1[C:2]1[CH:11]=[CH:10][C:5]([C:6]([O:8][CH3:9])=[O:7])=[CH:4][CH:3]=1. Reactant: I[C:2]1[CH:11]=[CH:10][C:5]([C:6]([O:8][CH3:9])=[O:7])=[CH:4][CH:3]=1.C(=O)([O-])[O-].[Cs+].[Cs+].C(C1CCCCC1=O)(=O)C.[CH2:28]1[NH:33][CH2:32][CH2:31][N:30]2[CH2:34][CH2:35][CH2:36][CH:29]12. The catalyst class is: 122. (2) Reactant: O.O.[Sn](Cl)(Cl)(Cl)Cl.[Cl:8][C:9]1[CH:10]=[N:11][CH:12]=[C:13]([C:15]#[C:16][C:17]2[CH:22]=[CH:21][C:20]([F:23])=[C:19]([N+:24]([O-])=O)[CH:18]=2)[CH:14]=1.C(O)C. Product: [Cl:8][C:9]1[CH:14]=[C:13]([C:15]#[C:16][C:17]2[CH:22]=[CH:21][C:20]([F:23])=[C:19]([NH2:24])[CH:18]=2)[CH:12]=[N:11][CH:10]=1. The catalyst class is: 7.